This data is from Full USPTO retrosynthesis dataset with 1.9M reactions from patents (1976-2016). The task is: Predict the reactants needed to synthesize the given product. (1) Given the product [CH3:3][C:4]1[C:9]([O:10][C:11]2[CH:16]=[CH:15][N:14]=[C:13]([NH:17][C:18]3[CH:19]=[C:20]([CH:25]=[CH:26][CH:27]=3)[C:21]([O-:23])=[O:22])[CH:12]=2)=[CH:8][CH:7]=[C:6]([CH3:28])[N:5]=1.[Na+:2], predict the reactants needed to synthesize it. The reactants are: [OH-].[Na+:2].[CH3:3][C:4]1[C:9]([O:10][C:11]2[CH:16]=[CH:15][N:14]=[C:13]([NH:17][C:18]3[CH:19]=[C:20]([CH:25]=[CH:26][CH:27]=3)[C:21]([O:23]C)=[O:22])[CH:12]=2)=[CH:8][CH:7]=[C:6]([CH3:28])[N:5]=1. (2) Given the product [O:2]1[C:6]2[CH:7]=[CH:8][CH:9]=[C:10]([CH:11]3[CH2:16][CH2:15][N:14]([CH2:17][CH2:18][C@H:19]4[CH2:20][CH2:21][C@H:22]([NH:25][C:30](=[O:31])[CH2:29][CH2:28][O:27][CH3:26])[CH2:23][CH2:24]4)[CH2:13][CH2:12]3)[C:5]=2[O:4][CH2:3]1, predict the reactants needed to synthesize it. The reactants are: Cl.[O:2]1[C:6]2[CH:7]=[CH:8][CH:9]=[C:10]([CH:11]3[CH2:16][CH2:15][N:14]([CH2:17][CH2:18][C@H:19]4[CH2:24][CH2:23][C@H:22]([NH2:25])[CH2:21][CH2:20]4)[CH2:13][CH2:12]3)[C:5]=2[O:4][CH2:3]1.[CH3:26][O:27][CH2:28][CH2:29][C:30](O)=[O:31]. (3) Given the product [CH3:21][N:22]([CH:24]=[N:7][C:8]1[CH:20]=[CH:19][CH:18]=[CH:17][C:9]=1[CH2:10][S:11]([N:14]([CH3:16])[CH3:15])(=[O:13])=[O:12])[CH3:23], predict the reactants needed to synthesize it. The reactants are: C(Cl)(=O)C(Cl)=O.[NH2:7][C:8]1[CH:20]=[CH:19][CH:18]=[CH:17][C:9]=1[CH2:10][S:11]([N:14]([CH3:16])[CH3:15])(=[O:13])=[O:12].[CH3:21][N:22]([CH:24]=O)[CH3:23]. (4) Given the product [NH2:15][CH2:14][CH2:13][N:11]1[N:10]=[N:9][C:8]([N:7]([CH2:6][C:5]2[CH:4]=[C:3]([C:2]([F:1])([F:53])[F:54])[CH:48]=[C:47]([C:49]([F:52])([F:51])[F:50])[CH:46]=2)[C@H:26]2[CH2:32][CH2:31][CH2:30][N:29]([CH2:33][CH:34]3[CH2:36][CH2:35]3)[C:28]3[CH:37]=[C:38]([C:42]([F:44])([F:45])[F:43])[C:39]([CH3:41])=[CH:40][C:27]2=3)=[N:12]1, predict the reactants needed to synthesize it. The reactants are: [F:1][C:2]([F:54])([F:53])[C:3]1[CH:4]=[C:5]([CH:46]=[C:47]([C:49]([F:52])([F:51])[F:50])[CH:48]=1)[CH2:6][N:7]([C@H:26]1[CH2:32][CH2:31][CH2:30][N:29]([CH2:33][CH:34]2[CH2:36][CH2:35]2)[C:28]2[CH:37]=[C:38]([C:42]([F:45])([F:44])[F:43])[C:39]([CH3:41])=[CH:40][C:27]1=2)[C:8]1[N:9]=[N:10][N:11]([CH2:13][CH2:14][N:15]2C(=O)C3C(=CC=CC=3)C2=O)[N:12]=1.O.NN. (5) Given the product [Br:1][C:2]1[CH:10]=[C:9]2[C:5](=[CH:4][CH:3]=1)[CH2:6][CH:7]=[C:8]2[CH2:12][CH3:13], predict the reactants needed to synthesize it. The reactants are: [Br:1][C:2]1[CH:10]=[C:9]2[C:5]([CH2:6][CH2:7][C:8]2([CH2:12][CH3:13])O)=[CH:4][CH:3]=1.C(O)(C(F)(F)F)=O. (6) The reactants are: [OH:1][CH2:2][C@@H:3]([NH:18][C:19](=[O:25])[O:20][C:21]([CH3:24])([CH3:23])[CH3:22])[C@H:4]([C:8]1[CH:13]=[CH:12][C:11]([C:14]([F:17])([F:16])[F:15])=[CH:10][CH:9]=1)/[CH:5]=[CH:6]/[CH3:7].[C:26](Cl)(=[O:31])[C:27]([CH3:30])([CH3:29])[CH3:28]. Given the product [C:26]([O:1][CH2:2][C@@H:3]([NH:18][C:19]([O:20][C:21]([CH3:24])([CH3:23])[CH3:22])=[O:25])[C@H:4]([C:8]1[CH:13]=[CH:12][C:11]([C:14]([F:17])([F:16])[F:15])=[CH:10][CH:9]=1)/[CH:5]=[CH:6]/[CH3:7])(=[O:31])[C:27]([CH3:30])([CH3:29])[CH3:28], predict the reactants needed to synthesize it. (7) The reactants are: Br[C:2]1[O:6][C:5]([C:7]([OH:9])=[O:8])=[CH:4][CH:3]=1.[CH3:10][O:11][C:12]([C:14]1[CH:15]=[C:16](B(O)O)[CH:17]=[CH:18][CH:19]=1)=[O:13].C(=O)([O-])O.[Na+].C1(C)C=CC=CC=1. Given the product [CH3:10][O:11][C:12]([C:14]1[CH:19]=[C:18]([C:2]2[O:6][C:5]([C:7]([OH:9])=[O:8])=[CH:4][CH:3]=2)[CH:17]=[CH:16][CH:15]=1)=[O:13], predict the reactants needed to synthesize it.